This data is from Full USPTO retrosynthesis dataset with 1.9M reactions from patents (1976-2016). The task is: Predict the reactants needed to synthesize the given product. (1) Given the product [Si:21]([O:19][CH2:18][C@@H:13]([NH:12][C:11]([C:9]1[N:10]=[C:6]([N:4]2[CH2:5][CH:2]([OH:1])[CH2:3]2)[S:7][CH:8]=1)=[O:20])[CH2:14][CH:15]([CH3:17])[CH3:16])([C:24]([CH3:27])([CH3:26])[CH3:25])([CH3:23])[CH3:22], predict the reactants needed to synthesize it. The reactants are: [OH:1][CH:2]1[CH2:5][N:4]([C:6]2[S:7][CH:8]=[C:9]([C:11](=[O:20])[NH:12][C@H:13]([CH2:18][OH:19])[CH2:14][CH:15]([CH3:17])[CH3:16])[N:10]=2)[CH2:3]1.[Si:21](Cl)([C:24]([CH3:27])([CH3:26])[CH3:25])([CH3:23])[CH3:22].N1C=CN=C1. (2) Given the product [CH3:3][C:4]1[CH:9]=[C:8]([N+:10]([O-:12])=[O:11])[CH:7]=[CH:6][C:5]=1[N:13]=[C:14]1[NH:18][CH:17]([CH2:19][NH:2][CH3:1])[CH2:16][S:15]1, predict the reactants needed to synthesize it. The reactants are: [CH3:1][NH2:2].[CH3:3][C:4]1[CH:9]=[C:8]([N+:10]([O-:12])=[O:11])[CH:7]=[CH:6][C:5]=1[N:13]=[C:14]1[NH:18][CH:17]([CH2:19]Cl)[CH2:16][S:15]1. (3) Given the product [CH2:3]=[O:4].[N:9]1[C:16]([NH2:17])=[N:15][C:13]([NH2:14])=[N:12][C:10]=1[NH2:11], predict the reactants needed to synthesize it. The reactants are: C=O.[C:3]([O-])([O-])=[O:4].[Na+].[Na+].[N:9]1[C:16]([NH2:17])=[N:15][C:13]([NH2:14])=[N:12][C:10]=1[NH2:11].[Na+].[Cl-].